Task: Predict which catalyst facilitates the given reaction.. Dataset: Catalyst prediction with 721,799 reactions and 888 catalyst types from USPTO (1) Reactant: [OH:1][CH:2]1[CH2:7][C:6]([N+:14]([O-:16])=[O:15])([C:8]2[CH:13]=[CH:12][CH:11]=[CH:10][CH:9]=2)[CH2:5][N:4]([CH3:17])[C:3]1=[O:18].C(N(C(C)C)C(C)C)C.[CH3:28][O:29][CH2:30]Cl. Product: [CH3:28][O:29][CH2:30][O:1][CH:2]1[CH2:7][C:6]([N+:14]([O-:16])=[O:15])([C:8]2[CH:13]=[CH:12][CH:11]=[CH:10][CH:9]=2)[CH2:5][N:4]([CH3:17])[C:3]1=[O:18]. The catalyst class is: 57. (2) Reactant: [F:1][C:2]1[C:11]2[CH:12]([CH2:14][N:15]3[CH2:20][CH2:19][N:18](C(OC(C)(C)C)=O)[CH2:17][CH2:16]3)[CH2:13][N:9]3[C:10]=2[C:5]([CH:6]=[CH:7][C:8]3=[O:28])=[CH:4][CH:3]=1.Cl.O1CCOCC1.CO. Product: [F:1][C:2]1[C:11]2[CH:12]([CH2:14][N:15]3[CH2:20][CH2:19][NH:18][CH2:17][CH2:16]3)[CH2:13][N:9]3[C:10]=2[C:5]([CH:6]=[CH:7][C:8]3=[O:28])=[CH:4][CH:3]=1. The catalyst class is: 22. (3) Reactant: [CH3:1][C:2]1[O:3][C:4]([C:8]2[CH:13]=[CH:12][C:11]([NH2:14])=[CH:10][CH:9]=2)=[C:5]([CH3:7])[N:6]=1.C([N:23]=[C:24]=[S:25])(=O)C1C=CC=CC=1.C(=O)([O-])[O-].[K+].[K+]. Product: [CH3:1][C:2]1[O:3][C:4]([C:8]2[CH:13]=[CH:12][C:11]([NH:14][C:24]([NH2:23])=[S:25])=[CH:10][CH:9]=2)=[C:5]([CH3:7])[N:6]=1. The catalyst class is: 30.